This data is from NCI-60 drug combinations with 297,098 pairs across 59 cell lines. The task is: Regression. Given two drug SMILES strings and cell line genomic features, predict the synergy score measuring deviation from expected non-interaction effect. (1) Drug 1: CC1OCC2C(O1)C(C(C(O2)OC3C4COC(=O)C4C(C5=CC6=C(C=C35)OCO6)C7=CC(=C(C(=C7)OC)O)OC)O)O. Drug 2: CC12CCC3C(C1CCC2O)C(CC4=C3C=CC(=C4)O)CCCCCCCCCS(=O)CCCC(C(F)(F)F)(F)F. Cell line: SK-MEL-28. Synergy scores: CSS=3.15, Synergy_ZIP=-4.59, Synergy_Bliss=-1.73, Synergy_Loewe=-5.96, Synergy_HSA=-2.14. (2) Drug 1: C1CC(C1)(C(=O)O)C(=O)O.[NH2-].[NH2-].[Pt+2]. Drug 2: C1=NC2=C(N=C(N=C2N1C3C(C(C(O3)CO)O)F)Cl)N. Cell line: RXF 393. Synergy scores: CSS=-4.61, Synergy_ZIP=2.11, Synergy_Bliss=3.09, Synergy_Loewe=-2.57, Synergy_HSA=-2.56. (3) Drug 1: CCC1=C2CN3C(=CC4=C(C3=O)COC(=O)C4(CC)O)C2=NC5=C1C=C(C=C5)O. Drug 2: C1CN(P(=O)(OC1)NCCCl)CCCl. Cell line: MDA-MB-435. Synergy scores: CSS=20.0, Synergy_ZIP=-6.99, Synergy_Bliss=-3.63, Synergy_Loewe=-87.7, Synergy_HSA=-3.84. (4) Drug 1: CN(C)C1=NC(=NC(=N1)N(C)C)N(C)C. Drug 2: CC1CCC2CC(C(=CC=CC=CC(CC(C(=O)C(C(C(=CC(C(=O)CC(OC(=O)C3CCCCN3C(=O)C(=O)C1(O2)O)C(C)CC4CCC(C(C4)OC)O)C)C)O)OC)C)C)C)OC. Cell line: HCC-2998. Synergy scores: CSS=5.78, Synergy_ZIP=-5.55, Synergy_Bliss=-10.0, Synergy_Loewe=-45.7, Synergy_HSA=-14.1. (5) Drug 1: CCCCCOC(=O)NC1=NC(=O)N(C=C1F)C2C(C(C(O2)C)O)O. Drug 2: CC1CCC2CC(C(=CC=CC=CC(CC(C(=O)C(C(C(=CC(C(=O)CC(OC(=O)C3CCCCN3C(=O)C(=O)C1(O2)O)C(C)CC4CCC(C(C4)OC)OCCO)C)C)O)OC)C)C)C)OC. Cell line: MALME-3M. Synergy scores: CSS=5.74, Synergy_ZIP=-2.37, Synergy_Bliss=-0.739, Synergy_Loewe=-21.6, Synergy_HSA=-6.01. (6) Drug 1: C1CCC(C1)C(CC#N)N2C=C(C=N2)C3=C4C=CNC4=NC=N3. Drug 2: C1=NNC2=C1C(=O)NC=N2. Cell line: MALME-3M. Synergy scores: CSS=5.29, Synergy_ZIP=0.806, Synergy_Bliss=5.58, Synergy_Loewe=1.84, Synergy_HSA=2.95. (7) Drug 1: CN(CCCl)CCCl.Cl. Drug 2: C1C(C(OC1N2C=NC(=NC2=O)N)CO)O. Cell line: MALME-3M. Synergy scores: CSS=12.9, Synergy_ZIP=-3.97, Synergy_Bliss=1.56, Synergy_Loewe=2.86, Synergy_HSA=3.14.